This data is from Catalyst prediction with 721,799 reactions and 888 catalyst types from USPTO. The task is: Predict which catalyst facilitates the given reaction. (1) Reactant: Cl[C:2]1[CH:7]=[CH:6][C:5]([NH:8][C:9]2[CH:14]=[CH:13][C:12]([S:15]([CH3:18])(=[O:17])=[O:16])=[CH:11][C:10]=2[C:19]2[C:20]3[CH:29]=[C:28]([C:30]4[CH:31]=[N:32][N:33]([CH3:35])[CH:34]=4)[N:27](S(C4C=CC(C)=CC=4)(=O)=O)[C:21]=3[C:22](=[O:26])[N:23]([CH3:25])[CH:24]=2)=[CH:4][CH:3]=1.[OH-].[Na+].O.[ClH:49]. The catalyst class is: 12. Product: [Cl:49][C:4]1[CH:3]=[CH:2][CH:7]=[CH:6][C:5]=1[NH:8][C:9]1[CH:14]=[CH:13][C:12]([S:15]([CH3:18])(=[O:17])=[O:16])=[CH:11][C:10]=1[C:19]1[C:20]2[CH:29]=[C:28]([C:30]3[CH:31]=[N:32][N:33]([CH3:35])[CH:34]=3)[NH:27][C:21]=2[C:22](=[O:26])[N:23]([CH3:25])[CH:24]=1. (2) Reactant: [N+:1]([C:4]1[CH:5]=[C:6]([N:10]2[CH2:16][C:12]3([CH2:15][O:14][CH2:13]3)[CH2:11]2)[CH:7]=[CH:8][CH:9]=1)([O-])=O.[H][H]. Product: [CH2:13]1[C:12]2([CH2:11][N:10]([C:6]3[CH:5]=[C:4]([CH:9]=[CH:8][CH:7]=3)[NH2:1])[CH2:16]2)[CH2:15][O:14]1. The catalyst class is: 50.